Dataset: Forward reaction prediction with 1.9M reactions from USPTO patents (1976-2016). Task: Predict the product of the given reaction. (1) Given the reactants [NH2:1][CH:2]1[CH2:5][N:4]([C:6]([C:8]2[CH:9]=[C:10]([CH:23]=[CH:24][C:25]=2[F:26])[CH2:11][C:12]2[C:21]3[C:16](=[CH:17][CH:18]=[CH:19][CH:20]=3)[C:15](=[O:22])[NH:14][N:13]=2)=[O:7])[CH2:3]1.[C:27]1(=O)[CH2:31][CH2:30][CH2:29][CH2:28]1.C(O[BH-](OC(=O)C)OC(=O)C)(=O)C.[Na+], predict the reaction product. The product is: [CH:27]1([NH:1][CH:2]2[CH2:3][N:4]([C:6]([C:8]3[CH:9]=[C:10]([CH:23]=[CH:24][C:25]=3[F:26])[CH2:11][C:12]3[C:21]4[C:16](=[CH:17][CH:18]=[CH:19][CH:20]=4)[C:15](=[O:22])[NH:14][N:13]=3)=[O:7])[CH2:5]2)[CH2:31][CH2:30][CH2:29][CH2:28]1. (2) Given the reactants [CH3:1][O:2][C:3]1[CH:4]=[C:5]([CH:9]=[C:10]([O:14][CH3:15])[C:11]=1[O:12][CH3:13])[C:6]([OH:8])=O.C(C1NC=CN=1)(C1NC=CN=1)=O.O/[N:29]=[C:30](\[NH2:48])/[C:31]1[CH:36]=[CH:35][C:34]([C:37]2[NH:41][C:40]3[CH:42]=[CH:43][C:44]([O:46][CH3:47])=[CH:45][C:39]=3[N:38]=2)=[CH:33][CH:32]=1, predict the reaction product. The product is: [CH3:47][O:46][C:44]1[CH:43]=[CH:42][C:40]2[NH:41][C:37]([C:34]3[CH:33]=[CH:32][C:31]([C:30]4[N:48]=[C:6]([C:5]5[CH:9]=[C:10]([O:14][CH3:15])[C:11]([O:12][CH3:13])=[C:3]([O:2][CH3:1])[CH:4]=5)[O:8][N:29]=4)=[CH:36][CH:35]=3)=[N:38][C:39]=2[CH:45]=1. (3) Given the reactants [NH:1]1[CH2:6][CH2:5][CH:4]([NH:7][C:8]2[CH:9]=[C:10]([S:14][C:15]3[CH:20]=[CH:19][C:18]([CH:21]=[CH:22][C:23]([OH:25])=[O:24])=[C:17]([C:26]([F:29])([F:28])[F:27])[C:16]=3[C:30]([F:33])([F:32])[F:31])[CH:11]=[CH:12][CH:13]=2)[CH2:3][CH2:2]1.CCN(C(C)C)C(C)C.[CH3:43][N:44]([CH2:46][C:47](Cl)=[O:48])[CH3:45], predict the reaction product. The product is: [CH3:43][N:44]([CH3:45])[CH2:46][C:47]([N:1]1[CH2:6][CH2:5][CH:4]([NH:7][C:8]2[CH:9]=[C:10]([S:14][C:15]3[CH:20]=[CH:19][C:18]([CH:21]=[CH:22][C:23]([OH:25])=[O:24])=[C:17]([C:26]([F:28])([F:27])[F:29])[C:16]=3[C:30]([F:31])([F:33])[F:32])[CH:11]=[CH:12][CH:13]=2)[CH2:3][CH2:2]1)=[O:48].